This data is from Forward reaction prediction with 1.9M reactions from USPTO patents (1976-2016). The task is: Predict the product of the given reaction. (1) Given the reactants [OH:1][C:2]1[CH:11]=[C:10]2[C:5]([C:6](=[O:17])[CH:7]=[C:8]([C:12]([O:14][CH2:15][CH3:16])=[O:13])[O:9]2)=[CH:4][CH:3]=1.[H][H], predict the reaction product. The product is: [OH:1][C:2]1[CH:11]=[C:10]2[C:5]([C:6](=[O:17])[CH2:7][CH:8]([C:12]([O:14][CH2:15][CH3:16])=[O:13])[O:9]2)=[CH:4][CH:3]=1. (2) Given the reactants [C:1]([O:5][C:6](=[O:34])[NH:7][C:8]1([C:12]2[CH:17]=[CH:16][C:15]([C:18]3[C:23]([C:24]4[CH:29]=[CH:28][CH:27]=[CH:26][CH:25]=4)=[CH:22][C:21]([N+:30]([O-:32])=[O:31])=[C:20](Cl)[N:19]=3)=[CH:14][CH:13]=2)[CH2:11][CH2:10][CH2:9]1)([CH3:4])([CH3:3])[CH3:2].C(N(CC)CC)C.[NH2:42][CH2:43][CH2:44][C:45]([O:47][CH2:48][CH3:49])=[O:46].Cl, predict the reaction product. The product is: [C:1]([O:5][C:6]([NH:7][C:8]1([C:12]2[CH:17]=[CH:16][C:15]([C:18]3[N:19]=[C:20]([NH:42][CH2:43][CH2:44][C:45]([O:47][CH2:48][CH3:49])=[O:46])[C:21]([N+:30]([O-:32])=[O:31])=[CH:22][C:23]=3[C:24]3[CH:29]=[CH:28][CH:27]=[CH:26][CH:25]=3)=[CH:14][CH:13]=2)[CH2:11][CH2:10][CH2:9]1)=[O:34])([CH3:4])([CH3:3])[CH3:2]. (3) Given the reactants [NH2:1][C:2]1[CH:3]=[C:4]([CH:8]=[CH:9][C:10]=1[Cl:11])[C:5]([OH:7])=O.CN(C(ON1N=NC2C=CC=CC1=2)=[N+](C)C)C.F[P-](F)(F)(F)(F)F.C(N(C(C)C)C(C)C)C.FC(F)(F)C(O)=O.[NH2:52][C@@H:53]([CH2:66][C:67]1[CH:72]=[CH:71][CH:70]=[C:69]([F:73])[CH:68]=1)[CH2:54][N:55]1[C:63](=[O:64])[C:62]2[C:57](=[CH:58][CH:59]=[CH:60][CH:61]=2)[C:56]1=[O:65], predict the reaction product. The product is: [NH2:1][C:2]1[CH:3]=[C:4]([CH:8]=[CH:9][C:10]=1[Cl:11])[C:5]([NH:52][C@H:53]([CH2:54][N:55]1[C:56](=[O:65])[C:57]2[C:62](=[CH:61][CH:60]=[CH:59][CH:58]=2)[C:63]1=[O:64])[CH2:66][C:67]1[CH:72]=[CH:71][CH:70]=[C:69]([F:73])[CH:68]=1)=[O:7]. (4) Given the reactants [CH3:1][N:2]([CH3:19])[CH2:3][CH2:4][N:5]([CH3:18])[C:6]1[C:14]2[C:9](=[CH:10][C:11]([C:15]([O-:17])=O)=[CH:12][CH:13]=2)[NH:8][N:7]=1.[Li+].C(Cl)CCl.C1C=CC2N(O)N=NC=2C=1.[Cl:35][C:36]1[CH:43]=[C:42]([Cl:44])[CH:41]=[CH:40][C:37]=1[CH2:38][NH2:39], predict the reaction product. The product is: [Cl:35][C:36]1[CH:43]=[C:42]([Cl:44])[CH:41]=[CH:40][C:37]=1[CH2:38][NH:39][C:15]([C:11]1[CH:10]=[C:9]2[C:14]([C:6]([N:5]([CH2:4][CH2:3][N:2]([CH3:1])[CH3:19])[CH3:18])=[N:7][NH:8]2)=[CH:13][CH:12]=1)=[O:17].